From a dataset of Full USPTO retrosynthesis dataset with 1.9M reactions from patents (1976-2016). Predict the reactants needed to synthesize the given product. (1) Given the product [CH3:24][O:23][N:22]([CH3:21])[C:17]([CH:14]1[CH2:15][CH2:16][N:12]([C:9]2[CH:10]=[CH:11][C:6]([Cl:5])=[CH:7][CH:8]=2)[CH2:13]1)=[O:19], predict the reactants needed to synthesize it. The reactants are: C(Cl)CCl.[Cl:5][C:6]1[CH:11]=[CH:10][C:9]([N:12]2[CH2:16][CH2:15][CH:14]([C:17]([OH:19])=O)[CH2:13]2)=[CH:8][CH:7]=1.Cl.[CH3:21][NH:22][O:23][CH3:24].C(N(CC)CC)C. (2) Given the product [O:14]1[CH2:15][CH2:16][CH2:17][CH2:18][CH:13]1[N:12]1[CH:11]=[N:10][N:9]=[C:8]1[C:5]1[CH:6]=[CH:7][C:2]([B:19]2[O:23][C:22]([CH3:25])([CH3:24])[C:21]([CH3:27])([CH3:26])[O:20]2)=[CH:3][CH:4]=1, predict the reactants needed to synthesize it. The reactants are: Br[C:2]1[CH:7]=[CH:6][C:5]([C:8]2[N:12]([CH:13]3[CH2:18][CH2:17][CH2:16][CH2:15][O:14]3)[CH:11]=[N:10][N:9]=2)=[CH:4][CH:3]=1.[B:19]1([B:19]2[O:23][C:22]([CH3:25])([CH3:24])[C:21]([CH3:27])([CH3:26])[O:20]2)[O:23][C:22]([CH3:25])([CH3:24])[C:21]([CH3:27])([CH3:26])[O:20]1.C([O-])(=O)C.[K+]. (3) Given the product [N:25]1[N:26]([C:30]2[CH:31]=[C:32]([NH:33][C:2]3[CH:3]=[C:4]([NH:10][C@@H:11]4[CH2:16][CH2:15][CH2:14][CH2:13][C@@H:12]4[NH:17][C:18](=[O:24])[O:19][C:20]([CH3:23])([CH3:22])[CH3:21])[CH:5]=[CH:6][C:7]=3[C:8]#[N:9])[CH:34]=[CH:35][CH:36]=2)[N:27]=[CH:28][CH:29]=1, predict the reactants needed to synthesize it. The reactants are: Br[C:2]1[CH:3]=[C:4]([NH:10][C@@H:11]2[CH2:16][CH2:15][CH2:14][CH2:13][C@@H:12]2[NH:17][C:18](=[O:24])[O:19][C:20]([CH3:23])([CH3:22])[CH3:21])[CH:5]=[CH:6][C:7]=1[C:8]#[N:9].[N:25]1[N:26]([C:30]2[CH:31]=[C:32]([CH:34]=[CH:35][CH:36]=2)[NH2:33])[N:27]=[CH:28][CH:29]=1.C1C=CC(P(C2C(C3C(P(C4C=CC=CC=4)C4C=CC=CC=4)=CC=C4C=3C=CC=C4)=C3C(C=CC=C3)=CC=2)C2C=CC=CC=2)=CC=1.C([O-])([O-])=O.[K+].[K+].